This data is from Catalyst prediction with 721,799 reactions and 888 catalyst types from USPTO. The task is: Predict which catalyst facilitates the given reaction. Reactant: Cl.O1CCOCC1.[Cl:8][C:9]1[CH:48]=[CH:47][CH:46]=[CH:45][C:10]=1[CH2:11][C:12]1[C:13]([C:34]([NH:36][CH:37]([CH:40](OC)OC)[CH2:38][CH3:39])=[O:35])=[N:14][N:15](COC)[C:16]=1[N:17]1[CH2:22][CH2:21][CH2:20][C@@H:19]([NH:23][C:24](=[O:30])[O:25][C:26]([CH3:29])([CH3:28])[CH3:27])[CH2:18]1.C(=O)([O-])O.[Na+].C(OC(OC(C)(C)C)=O)(OC(C)(C)C)=O. Product: [Cl:8][C:9]1[CH:48]=[CH:47][CH:46]=[CH:45][C:10]=1[CH2:11][C:12]1[C:16]([N:17]2[CH2:22][CH2:21][CH2:20][C@@H:19]([NH:23][C:24](=[O:30])[O:25][C:26]([CH3:28])([CH3:27])[CH3:29])[CH2:18]2)=[N:15][N:14]2[CH:40]=[C:37]([CH2:38][CH3:39])[NH:36][C:34](=[O:35])[C:13]=12. The catalyst class is: 38.